This data is from Reaction yield outcomes from USPTO patents with 853,638 reactions. The task is: Predict the reaction yield, written as a fraction of the theoretical maximum amount of product (1.0 means a 100% yield; for example, 0.34 means a 34% yield). The reactants are [NH2:1][C:2]1[N:6]([C:7]2[CH:12]=[CH:11][CH:10]=[CH:9][CH:8]=2)[N:5]=[C:4]([C:13]2[CH:14]=[C:15]([CH3:21])[C:16](=[O:20])[N:17]([CH3:19])[CH:18]=2)[C:3]=1[CH3:22].C1(C2C=CC([CH2:32][O:33]C)=CC=2CN)CC1.[CH3:37][O:38][CH2:39][C:40]1[CH:41]=[CH:42][C:43]([O:48][C:49]([F:52])([F:51])[F:50])=[C:44]([CH2:46][NH2:47])[CH:45]=1. No catalyst specified. The product is [CH3:19][N:17]1[C:16](=[O:20])[C:15]([CH3:21])=[CH:14][C:13]([C:4]2[C:3]([CH3:22])=[C:2]([NH:1][C:32]([NH:47][CH2:46][C:44]3[CH:45]=[C:40]([CH2:39][O:38][CH3:37])[CH:41]=[CH:42][C:43]=3[O:48][C:49]([F:50])([F:51])[F:52])=[O:33])[N:6]([C:7]3[CH:8]=[CH:9][CH:10]=[CH:11][CH:12]=3)[N:5]=2)=[CH:18]1. The yield is 0.290.